Dataset: Forward reaction prediction with 1.9M reactions from USPTO patents (1976-2016). Task: Predict the product of the given reaction. (1) Given the reactants [CH:1]1([NH:4][C:5]([N:7]2[C:15]3[C:10](=[CH:11][C:12]([O:16][C:17]4[CH:22]=[CH:21][N:20]=[C:19]([NH2:23])[CH:18]=4)=[CH:13][CH:14]=3)[CH:9]=[CH:8]2)=[O:6])[CH2:3][CH2:2]1.[Cl:24][CH2:25][CH2:26][N:27]=[C:28]=[O:29], predict the reaction product. The product is: [CH:1]1([NH:4][C:5]([N:7]2[C:15]3[C:10](=[CH:11][C:12]([O:16][C:17]4[CH:22]=[CH:21][N:20]=[C:19]([NH:23][C:28]([NH:27][CH2:26][CH2:25][Cl:24])=[O:29])[CH:18]=4)=[CH:13][CH:14]=3)[CH:9]=[CH:8]2)=[O:6])[CH2:3][CH2:2]1. (2) The product is: [CH2:1]([N:8]1[C:9]([CH:17]([OH:18])[CH3:20])([CH3:19])[CH2:10][O:11][C:12]([CH3:15])([CH3:16])[C:13]1=[O:14])[C:2]1[CH:7]=[CH:6][CH:5]=[CH:4][CH:3]=1. Given the reactants [CH2:1]([N:8]1[C:13](=[O:14])[C:12]([CH3:16])([CH3:15])[O:11][CH2:10][C:9]1([CH3:19])[CH:17]=[O:18])[C:2]1[CH:7]=[CH:6][CH:5]=[CH:4][CH:3]=1.[CH3:20][Mg]Br.[Cl-].[NH4+], predict the reaction product. (3) Given the reactants [CH2:1]([O:8][C:9]1[CH:10]=[C:11]2[C:15](=[CH:16][CH:17]=1)[NH:14][C:13]([C:18]([O:20]CC)=O)=[CH:12]2)[C:2]1[CH:7]=[CH:6][CH:5]=[CH:4][CH:3]=1.[H-].[Na+].[C:25](OCCCC)(=O)[CH:26]=C, predict the reaction product. The product is: [CH2:1]([O:8][C:9]1[CH:17]=[CH:16][C:15]2[N:14]3[CH2:25][CH2:26][C:18](=[O:20])[C:13]3=[CH:12][C:11]=2[CH:10]=1)[C:2]1[CH:3]=[CH:4][CH:5]=[CH:6][CH:7]=1. (4) Given the reactants [NH2:1][C:2]1[C:3]([C:25](=[NH:28])[NH:26]O)=[C:4]([CH:22]=[CH:23][CH:24]=1)[O:5][CH2:6][C:7]1([C:14]([NH:16][CH:17]2[CH2:21][CH2:20][CH2:19][CH2:18]2)=[O:15])[CH2:12][CH2:11][CH2:10][NH:9][C:8]1=[O:13], predict the reaction product. The product is: [NH2:1][C:2]1[C:3]([C:25](=[NH:26])[NH2:28])=[C:4]([CH:22]=[CH:23][CH:24]=1)[O:5][CH2:6][C:7]1([C:14]([NH:16][CH:17]2[CH2:21][CH2:20][CH2:19][CH2:18]2)=[O:15])[CH2:12][CH2:11][CH2:10][NH:9][C:8]1=[O:13].